This data is from Catalyst prediction with 721,799 reactions and 888 catalyst types from USPTO. The task is: Predict which catalyst facilitates the given reaction. (1) Reactant: [Cl:1][C:2]1[N:7]=[C:6]([C:8](O)=[O:9])[CH:5]=[C:4]([N:11]2[CH2:16][CH2:15][CH:14]([C:17]3[C:25]4[C:20](=[N:21][CH:22]=[CH:23][CH:24]=4)[NH:19][N:18]=3)[CH2:13][CH2:12]2)[N:3]=1.Cl.[C:27]12([NH2:32])[CH2:31][CH:29]([CH2:30]1)[CH2:28]2.CN(C(ON1N=NC2C=CC=NC1=2)=[N+](C)C)C.F[P-](F)(F)(F)(F)F.Cl. Product: [C:27]12([NH:32][C:8]([C:6]3[CH:5]=[C:4]([N:11]4[CH2:12][CH2:13][CH:14]([C:17]5[C:25]6[C:20](=[N:21][CH:22]=[CH:23][CH:24]=6)[NH:19][N:18]=5)[CH2:15][CH2:16]4)[N:3]=[C:2]([Cl:1])[N:7]=3)=[O:9])[CH2:31][CH:29]([CH2:30]1)[CH2:28]2. The catalyst class is: 3. (2) Reactant: [Li+].[BH4-].C[Si](Cl)(C)C.[C:8]([O:12][C:13]([N:15]1[CH2:19][C@H:18]([OH:20])[CH2:17][C@H:16]1[C:21](O)=[O:22])=[O:14])([CH3:11])([CH3:10])[CH3:9]. Product: [OH:20][C@H:18]1[CH2:19][N:15]([C:13]([O:12][C:8]([CH3:9])([CH3:10])[CH3:11])=[O:14])[C@H:16]([CH2:21][OH:22])[CH2:17]1. The catalyst class is: 1. (3) Reactant: [NH2:1][C:2]1[CH:3]=[CH:4][C:5]([CH3:24])=[C:6]([CH:23]=1)[O:7][C:8]1[CH:9]=[CH:10][C:11]2[N:12]([CH:14]=[C:15]([NH:17][C:18]([CH:20]3[CH2:22][CH2:21]3)=[O:19])[N:16]=2)[N:13]=1.[F:25][C:26]([F:37])([F:36])[C:27]1[CH:28]=[C:29]([CH:33]=[CH:34][CH:35]=1)[C:30](O)=[O:31].Cl.CN(C)CCCN=C=NCC.ON1C2C=CC=CC=2N=N1. Product: [CH:20]1([C:18]([NH:17][C:15]2[N:16]=[C:11]3[CH:10]=[CH:9][C:8]([O:7][C:6]4[CH:23]=[C:2]([NH:1][C:30](=[O:31])[C:29]5[CH:33]=[CH:34][CH:35]=[C:27]([C:26]([F:25])([F:36])[F:37])[CH:28]=5)[CH:3]=[CH:4][C:5]=4[CH3:24])=[N:13][N:12]3[CH:14]=2)=[O:19])[CH2:22][CH2:21]1. The catalyst class is: 9. (4) Reactant: [F:1][C:2]1[CH:3]=[C:4]([CH:18]=[C:19]([O:21][CH3:22])[CH:20]=1)[O:5][C:6]1[CH:7]=[CH:8][C:9]2[N:13]=[C:12]([CH2:14][OH:15])[N:11]([CH3:16])[C:10]=2[CH:17]=1.O[C:24]1[CH:25]=[C:26]([CH:31]=[CH:32][CH:33]=1)[C:27]([O:29][CH3:30])=[O:28].C(P(CCCC)CCCC)CCC.N(C(N1CCCCC1)=O)=NC(N1CCCCC1)=O. Product: [F:1][C:2]1[CH:3]=[C:4]([CH:18]=[C:19]([O:21][CH3:22])[CH:20]=1)[O:5][C:6]1[CH:7]=[CH:8][C:9]2[N:13]=[C:12]([CH2:14][O:15][C:24]3[CH:25]=[C:26]([CH:31]=[CH:32][CH:33]=3)[C:27]([O:29][CH3:30])=[O:28])[N:11]([CH3:16])[C:10]=2[CH:17]=1. The catalyst class is: 4. (5) Reactant: [Br:1][C:2]1[O:6][C:5]([CH:7]=[CH:8][C:9]([OH:11])=O)=[CH:4][CH:3]=1.C(N(CC)CC)C.ClC(OCC)=O.[N-:25]=[N+:26]=[N-:27].[Na+]. Product: [Br:1][C:2]1[O:6][C:5]([CH:7]=[CH:8][C:9]([N:25]=[N+:26]=[N-:27])=[O:11])=[CH:4][CH:3]=1. The catalyst class is: 95. (6) Reactant: Cl[C:2]1[C:11]2[C:6](=[CH:7][C:8]([F:12])=[CH:9][CH:10]=2)[N:5]=[C:4]([C:13]2[CH:14]=[N:15][CH:16]=[CH:17][CH:18]=2)[C:3]=1[CH3:19].[NH2:20][C:21]1[CH:28]=[C:27]([N:29]2[CH2:34][CH2:33][O:32][CH2:31][CH2:30]2)[CH:26]=[CH:25][C:22]=1[C:23]#[N:24].Cl.O1CCOCC1. Product: [F:12][C:8]1[CH:7]=[C:6]2[C:11]([C:2]([NH:20][C:21]3[CH:28]=[C:27]([N:29]4[CH2:30][CH2:31][O:32][CH2:33][CH2:34]4)[CH:26]=[CH:25][C:22]=3[C:23]#[N:24])=[C:3]([CH3:19])[C:4]([C:13]3[CH:14]=[N:15][CH:16]=[CH:17][CH:18]=3)=[N:5]2)=[CH:10][CH:9]=1. The catalyst class is: 37. (7) Reactant: [CH2:1]([O:8][C:9]([N:11]1[CH2:16][CH2:15][CH:14]([C:17](=[O:21])[CH:18]=[N+]=[N-])[CH2:13][CH2:12]1)=[O:10])[C:2]1[CH:7]=[CH:6][CH:5]=[CH:4][CH:3]=1.[BrH:22].CC(O)=O.C([O-])(O)=O.[Na+]. Product: [CH2:1]([O:8][C:9]([N:11]1[CH2:16][CH2:15][CH:14]([C:17](=[O:21])[CH2:18][Br:22])[CH2:13][CH2:12]1)=[O:10])[C:2]1[CH:7]=[CH:6][CH:5]=[CH:4][CH:3]=1. The catalyst class is: 25.